From a dataset of Full USPTO retrosynthesis dataset with 1.9M reactions from patents (1976-2016). Predict the reactants needed to synthesize the given product. (1) The reactants are: [O:1]1[CH2:6][CH2:5][CH:4]([CH2:7][C:8]([OH:10])=O)[CH2:3][CH2:2]1.CN(C(ON1N=NC2C=CC=NC1=2)=[N+](C)C)C.F[P-](F)(F)(F)(F)F.CN1CCOCC1.[CH3:42][O:43][C:44]1[C:45]2[N:58]=[C:57]([NH2:59])[S:56][C:46]=2[C:47]([N:50]2[CH2:55][CH2:54][O:53][CH2:52][CH2:51]2)=[N:48][CH:49]=1. Given the product [CH3:42][O:43][C:44]1[C:45]2[N:58]=[C:57]([NH:59][C:8](=[O:10])[CH2:7][CH:4]3[CH2:3][CH2:2][O:1][CH2:6][CH2:5]3)[S:56][C:46]=2[C:47]([N:50]2[CH2:51][CH2:52][O:53][CH2:54][CH2:55]2)=[N:48][CH:49]=1, predict the reactants needed to synthesize it. (2) Given the product [CH2:9]([C:5]1[C:6]([Cl:16])=[N:7][C:2]([NH2:1])=[N:3][C:4]=1[CH3:13])[CH2:10][CH2:11][CH3:12], predict the reactants needed to synthesize it. The reactants are: [NH2:1][C:2]1[N:7]=[C:6](O)[C:5]([CH2:9][CH2:10][CH2:11][CH3:12])=[C:4]([CH3:13])[N:3]=1.P(Cl)(Cl)([Cl:16])=O. (3) Given the product [O:15]1[C:12]2[CH:13]=[CH:14][C:9]([C:7](=[N:4][OH:1])[CH3:6])=[CH:10][C:11]=2[O:17][CH2:16]1, predict the reactants needed to synthesize it. The reactants are: [OH-:1].[Na+].Cl.[NH2:4]O.[CH3:6][C:7]([C:9]1[CH:14]=[CH:13][C:12]2[O:15][CH2:16][O:17][C:11]=2[CH:10]=1)=O. (4) Given the product [CH2:1]([O:8][C:9](=[O:15])[CH2:10][CH2:11][C:12]([NH:37][C@H:38]([CH2:43][C:44]1[CH:49]=[CH:48][C:47]([C:50]2[CH:55]=[CH:54][CH:53]=[C:52]([Cl:56])[CH:51]=2)=[CH:46][CH:45]=1)[CH2:39][C:40]([OH:42])=[O:41])=[O:14])[C:2]1[CH:3]=[CH:4][CH:5]=[CH:6][CH:7]=1, predict the reactants needed to synthesize it. The reactants are: [CH2:1]([O:8][C:9](=[O:15])[CH2:10][CH2:11][C:12]([OH:14])=O)[C:2]1[CH:7]=[CH:6][CH:5]=[CH:4][CH:3]=1.CCN=C=NCCCN(C)C.C1C=NC2N(O)N=NC=2C=1.[NH2:37][C@H:38]([CH2:43][C:44]1[CH:49]=[CH:48][C:47]([C:50]2[CH:55]=[CH:54][CH:53]=[C:52]([Cl:56])[CH:51]=2)=[CH:46][CH:45]=1)[CH2:39][C:40]([OH:42])=[O:41].CCN(C(C)C)C(C)C. (5) Given the product [CH3:1][C:2]1[CH:7]=[CH:6][C:5]([C:8]2[O:9][C:10]([CH3:13])=[N:11][N:12]=2)=[CH:4][C:3]=1[C:14]1[CH:19]=[CH:18][C:17]([C:20]([NH:53][CH2:52][CH:51]([C:45]2[CH:50]=[CH:49][CH:48]=[CH:47][CH:46]=2)[CH3:54])=[O:21])=[CH:16][CH:15]=1, predict the reactants needed to synthesize it. The reactants are: [CH3:1][C:2]1[CH:7]=[CH:6][C:5]([C:8]2[O:9][C:10]([CH3:13])=[N:11][N:12]=2)=[CH:4][C:3]=1[C:14]1[CH:19]=[CH:18][C:17]([C:20](O)=[O:21])=[CH:16][CH:15]=1.C1C=CC2N(O)N=NC=2C=1.Cl.CN(C)CCCN=C=NCC.[C:45]1([CH:51]([CH3:54])[CH2:52][NH2:53])[CH:50]=[CH:49][CH:48]=[CH:47][CH:46]=1. (6) Given the product [C:25]([C:29]1[CH:30]=[C:31]([C:70](=[O:72])[NH2:71])[C:32]([O:68][CH3:69])=[C:33]([NH:35][C:36](=[O:67])[NH:37][C:38]2[C:47]3[C:42](=[CH:43][CH:44]=[CH:45][CH:46]=3)[C:41]([O:48][C:49]3[CH:54]=[CH:53][N:52]=[C:51]([NH:55][C:56]4[CH:64]=[CH:63][C:59]([C:60]([NH:83][CH2:82][CH2:81][O:80][CH2:79][CH2:78][O:77][CH2:76][CH2:75][O:74][CH3:73])=[O:61])=[C:58]([O:65][CH3:66])[CH:57]=4)[CH:50]=3)=[CH:40][CH:39]=2)[CH:34]=1)([CH3:28])([CH3:27])[CH3:26], predict the reactants needed to synthesize it. The reactants are: CN(C(ON1N=NC2C=CC=NC1=2)=[N+](C)C)C.F[P-](F)(F)(F)(F)F.[C:25]([C:29]1[CH:30]=[C:31]([C:70](=[O:72])[NH2:71])[C:32]([O:68][CH3:69])=[C:33]([NH:35][C:36](=[O:67])[NH:37][C:38]2[C:47]3[C:42](=[CH:43][CH:44]=[CH:45][CH:46]=3)[C:41]([O:48][C:49]3[CH:54]=[CH:53][N:52]=[C:51]([NH:55][C:56]4[CH:64]=[CH:63][C:59]([C:60](O)=[O:61])=[C:58]([O:65][CH3:66])[CH:57]=4)[CH:50]=3)=[CH:40][CH:39]=2)[CH:34]=1)([CH3:28])([CH3:27])[CH3:26].[CH3:73][O:74][CH2:75][CH2:76][O:77][CH2:78][CH2:79][O:80][CH2:81][CH2:82][NH2:83].CCN(C(C)C)C(C)C. (7) Given the product [Br:1][C:2]1[CH:18]=[CH:17][CH:16]=[CH:15][C:3]=1[CH2:4][O:5][C:6]1[CH:13]=[CH:12][C:11]([Cl:14])=[CH:10][C:7]=1[CH2:8][NH2:9], predict the reactants needed to synthesize it. The reactants are: [Br:1][C:2]1[CH:18]=[CH:17][CH:16]=[CH:15][C:3]=1[CH2:4][O:5][C:6]1[CH:13]=[CH:12][C:11]([Cl:14])=[CH:10][C:7]=1[C:8]#[N:9].CSC. (8) Given the product [C:1]1([C:7]2[CH:8]=[N+:9]([O-:24])[CH:10]=[C:11]([CH:15]=2)[C:12]([OH:14])=[O:13])[CH:2]=[CH:3][CH:4]=[CH:5][CH:6]=1, predict the reactants needed to synthesize it. The reactants are: [C:1]1([C:7]2[CH:8]=[N:9][CH:10]=[C:11]([CH:15]=2)[C:12]([OH:14])=[O:13])[CH:6]=[CH:5][CH:4]=[CH:3][CH:2]=1.C1C=C(Cl)C=C(C(OO)=[O:24])C=1. (9) The reactants are: [Br:1][C:2]1[CH:18]=[CH:17][C:5]([CH:6]=[C:7]2[C:11]([CH3:13])([CH3:12])[O:10][C:9]([CH3:15])([CH3:14])[C:8]2=[O:16])=[C:4]([CH3:19])[CH:3]=1.OO.[OH-].[Li+].S(S([O-])=O)([O-])(=O)=[O:25].[Na+].[Na+]. Given the product [Br:1][C:2]1[CH:18]=[CH:17][C:5]([CH:6]2[C:7]3([C:8](=[O:16])[C:9]([CH3:14])([CH3:15])[O:10][C:11]3([CH3:13])[CH3:12])[O:25]2)=[C:4]([CH3:19])[CH:3]=1, predict the reactants needed to synthesize it. (10) Given the product [C:1]([NH:4][C:5]1[C:10]([C:18]([F:20])([F:19])[F:17])=[CH:9][NH:8][C:7](=[O:11])[N:6]=1)(=[O:3])[CH3:2], predict the reactants needed to synthesize it. The reactants are: [C:1]([NH:4][C:5]1[CH:10]=[CH:9][NH:8][C:7](=[O:11])[N:6]=1)(=[O:3])[CH3:2].S(=O)(=O)(O)O.[F:17][C:18](I)([F:20])[F:19].OO.